This data is from Reaction yield outcomes from USPTO patents with 853,638 reactions. The task is: Predict the reaction yield, written as a fraction of the theoretical maximum amount of product (1.0 means a 100% yield; for example, 0.34 means a 34% yield). The reactants are [CH3:1][O:2][C:3](=[O:26])[C:4]1[CH:9]=[C:8]([C:10]#[C:11][Si](C)(C)C)[C:7]([F:16])=[C:6]([F:17])[C:5]=1[NH:18][C:19]1[CH:24]=[CH:23][CH:22]=[CH:21][C:20]=1[Cl:25].[OH:27]S(O)(=O)=O. The catalyst is CC(C)=O. The product is [CH3:1][O:2][C:3](=[O:26])[C:4]1[CH:9]=[C:8]([C:10](=[O:27])[CH3:11])[C:7]([F:16])=[C:6]([F:17])[C:5]=1[NH:18][C:19]1[CH:24]=[CH:23][CH:22]=[CH:21][C:20]=1[Cl:25]. The yield is 0.730.